The task is: Predict the reaction yield, written as a fraction of the theoretical maximum amount of product (1.0 means a 100% yield; for example, 0.34 means a 34% yield).. This data is from Reaction yield outcomes from USPTO patents with 853,638 reactions. (1) The reactants are C([O:4][C@H:5]1[CH2:22][CH2:21][C@@:20]2([CH3:23])[C@@H:7]([CH2:8][CH2:9][C@:10]3([CH3:42])[C@@H:19]2[CH2:18][CH2:17][C@H:16]2[C@@:11]3([CH3:41])[CH2:12][CH2:13][C@@:14]3([CH2:31][CH2:32][NH:33][C:34]([O:36][C:37]([CH3:40])([CH3:39])[CH3:38])=[O:35])[CH2:26][C:25](=[O:27])[C:24]([CH:28]([CH3:30])[CH3:29])=[C:15]32)[C:6]1([CH3:44])[CH3:43])(=O)C.[OH-].[Na+].O.CCOC(C)=O. The catalyst is CO.C1COCC1. The product is [OH:4][C@H:5]1[CH2:22][CH2:21][C@@:20]2([CH3:23])[C@@H:7]([CH2:8][CH2:9][C@:10]3([CH3:42])[C@@H:19]2[CH2:18][CH2:17][C@H:16]2[C@@:11]3([CH3:41])[CH2:12][CH2:13][C@@:14]3([CH2:31][CH2:32][NH:33][C:34](=[O:35])[O:36][C:37]([CH3:40])([CH3:39])[CH3:38])[CH2:26][C:25](=[O:27])[C:24]([CH:28]([CH3:30])[CH3:29])=[C:15]32)[C:6]1([CH3:43])[CH3:44]. The yield is 0.830. (2) The reactants are Cl[C:2]1[N:3]=[C:4]([OH:12])[C:5]2[CH:11]=[CH:10][N:9]=[CH:8][C:6]=2[N:7]=1.[CH:13]1([N:18]2[C:26]3[C:21](=[CH:22][C:23]([OH:27])=[CH:24][CH:25]=3)[CH:20]=[CH:19]2)[CH2:17][CH2:16][CH2:15][CH2:14]1. No catalyst specified. The product is [CH:13]1([N:18]2[C:26]3[C:21](=[CH:22][C:23]([O:27][C:2]4[N:3]=[C:4]([OH:12])[C:5]5[CH:11]=[CH:10][N:9]=[CH:8][C:6]=5[N:7]=4)=[CH:24][CH:25]=3)[CH:20]=[CH:19]2)[CH2:14][CH2:15][CH2:16][CH2:17]1. The yield is 0.0300. (3) The reactants are [NH2:1][C:2]1[N:10]=[C:9]([CH2:11][O:12][CH3:13])[CH:8]=[CH:7][C:3]=1[C:4]([OH:6])=O.[N:14]1[CH:19]=[CH:18][CH:17]=[CH:16][C:15]=1[CH2:20][O:21][C:22]1[CH:29]=[CH:28][C:25]([CH2:26][NH2:27])=[CH:24][CH:23]=1.F[P-](F)(F)(F)(F)F.N1(O[P+](N(C)C)(N(C)C)N(C)C)C2C=CC=CC=2N=N1.C(N(CC)CC)C. The catalyst is CN(C)C=O.O.C(OCC)(=O)C. The product is [NH2:1][C:2]1[N:10]=[C:9]([CH2:11][O:12][CH3:13])[CH:8]=[CH:7][C:3]=1[C:4]([NH:27][CH2:26][C:25]1[CH:24]=[CH:23][C:22]([O:21][CH2:20][C:15]2[CH:16]=[CH:17][CH:18]=[CH:19][N:14]=2)=[CH:29][CH:28]=1)=[O:6]. The yield is 0.730. (4) The yield is 0.390. The product is [CH3:34][O:35][C:36]1[N:43]=[CH:42][C:41]([C:28]2[CH:29]=[C:30]3[C:25](=[CH:26][CH:27]=2)[N:24]=[CH:23][N:22]=[C:21]3[C:17]2[CH:18]=[CH:19][CH:20]=[C:15]([C:14]([N:11]3[CH2:12][CH2:13][NH:8][C@H:9]([CH3:33])[CH2:10]3)=[O:32])[CH:16]=2)=[CH:40][C:37]=1[C:38]#[N:39]. The reactants are C(OC([N:8]1[CH2:13][CH2:12][N:11]([C:14](=[O:32])[C:15]2[CH:20]=[CH:19][CH:18]=[C:17]([C:21]3[C:30]4[C:25](=[CH:26][CH:27]=[C:28](Br)[CH:29]=4)[N:24]=[CH:23][N:22]=3)[CH:16]=2)[CH2:10][C@H:9]1[CH3:33])=O)(C)(C)C.[CH3:34][O:35][C:36]1[N:43]=[CH:42][C:41](B2OC(C)(C)C(C)(C)O2)=[CH:40][C:37]=1[C:38]#[N:39].C([O-])([O-])=O.[Na+].[Na+].C(O)(C(F)(F)F)=O. The catalyst is CCOC(C)=O.C1C=CC([P]([Pd]([P](C2C=CC=CC=2)(C2C=CC=CC=2)C2C=CC=CC=2)([P](C2C=CC=CC=2)(C2C=CC=CC=2)C2C=CC=CC=2)[P](C2C=CC=CC=2)(C2C=CC=CC=2)C2C=CC=CC=2)(C2C=CC=CC=2)C2C=CC=CC=2)=CC=1.COCCOC. (5) The reactants are [CH3:1]C(C)([O-])C.[K+].[CH2:7]([CH:10]1[CH2:15][CH2:14][CH:13]([CH2:16][CH2:17][C:18]2[CH:23]=[CH:22][C:21]([CH:24]3[CH2:29][CH2:28][CH:27]([CH:30]=O)[CH2:26][CH2:25]3)=[CH:20][CH:19]=2)[CH2:12][CH2:11]1)[CH2:8][CH3:9]. The catalyst is [Br-].C[P+](C1C=CC=CC=1)(C1C=CC=CC=1)C1C=CC=CC=1.C1COCC1. The product is [CH2:7]([CH:10]1[CH2:15][CH2:14][CH:13]([CH2:16][CH2:17][C:18]2[CH:23]=[CH:22][C:21]([CH:24]3[CH2:29][CH2:28][CH:27]([CH:30]=[CH2:1])[CH2:26][CH2:25]3)=[CH:20][CH:19]=2)[CH2:12][CH2:11]1)[CH2:8][CH3:9]. The yield is 0.800. (6) The reactants are [CH3:1][C:2]1[N:11]=[CH:10][CH:9]=[CH:8][C:3]=1[C:4](OC)=[O:5].[H-].[Al+3].[Li+].[H-].[H-].[H-].C(OCC)(=O)C. The catalyst is C1COCC1. The product is [CH3:1][C:2]1[N:11]=[CH:10][CH:9]=[CH:8][C:3]=1[CH:4]=[O:5]. The yield is 0.750.